From a dataset of Forward reaction prediction with 1.9M reactions from USPTO patents (1976-2016). Predict the product of the given reaction. (1) Given the reactants Br[C:2]12[CH2:11][CH:6]3[CH2:7][CH:8]([CH2:10][CH:4]([CH2:5]3)[CH2:3]1)[CH2:9]2.[O:12]=[C:13]1[CH2:17][CH2:16][CH:15]([C:18]([O:20][CH2:21][CH3:22])=[O:19])[NH:14]1.CN1CCCC1=O, predict the reaction product. The product is: [CH2:21]([O:20][C:18](=[O:19])[C@@H:15]1[CH2:16][CH2:17][C:13](=[O:12])[N:14]1[C:2]12[CH2:11][CH:6]3[CH2:7][CH:8]([CH2:10][CH:4]([CH2:5]3)[CH2:3]1)[CH2:9]2)[CH3:22]. (2) Given the reactants Cl[C:2]1[C:7]2[CH:8]=[CH:9][NH:10][C:6]=2[C:5]([C:11]([O:13][CH2:14][CH3:15])=[O:12])=[CH:4][N:3]=1.[Cl:16][C:17]1[CH:18]=[C:19]([CH:21]=[CH:22][CH:23]=1)[NH2:20].CS(O)(=O)=O, predict the reaction product. The product is: [Cl:16][C:17]1[CH:18]=[C:19]([NH:20][C:2]2[C:7]3[CH:8]=[CH:9][NH:10][C:6]=3[C:5]([C:11]([O:13][CH2:14][CH3:15])=[O:12])=[CH:4][N:3]=2)[CH:21]=[CH:22][CH:23]=1. (3) Given the reactants C(OC([NH:8][C:9]1[S:10][C:11]2[CH:48]=[CH:47][CH:46]=[CH:45][C:12]=2[C:13]=1[C:14]([N:16]1[CH2:21][CH2:20][CH:19]([N:22]2[CH2:34][C:26]3([C:30](=[O:31])[O:29][C:28]([CH3:33])([CH3:32])[CH2:27]3)[N:25]([C:35]([O:37][CH2:38][C:39]3[CH:44]=[CH:43][CH:42]=[CH:41][CH:40]=3)=[O:36])[CH2:24][CH2:23]2)[CH2:18][CH2:17]1)=[O:15])=O)(C)(C)C.C(=O)([O-])O.[Na+], predict the reaction product. The product is: [NH2:8][C:9]1[S:10][C:11]2[CH:48]=[CH:47][CH:46]=[CH:45][C:12]=2[C:13]=1[C:14]([N:16]1[CH2:21][CH2:20][CH:19]([N:22]2[CH2:34][C:26]3([C:30](=[O:31])[O:29][C:28]([CH3:32])([CH3:33])[CH2:27]3)[N:25]([C:35]([O:37][CH2:38][C:39]3[CH:40]=[CH:41][CH:42]=[CH:43][CH:44]=3)=[O:36])[CH2:24][CH2:23]2)[CH2:18][CH2:17]1)=[O:15]. (4) Given the reactants Cl[S:2]([C:5]1[CH:6]=[C:7]([CH:12]=[CH:13][CH:14]=1)[C:8]([O:10][CH3:11])=[O:9])(=[O:4])=[O:3].Cl.[NH2:16][CH2:17][CH2:18][C:19]([O:21][C:22]([CH3:25])([CH3:24])[CH3:23])=[O:20].Cl, predict the reaction product. The product is: [CH3:11][O:10][C:8](=[O:9])[C:7]1[CH:12]=[CH:13][CH:14]=[C:5]([S:2](=[O:4])(=[O:3])[NH:16][CH2:17][CH2:18][C:19]([O:21][C:22]([CH3:25])([CH3:24])[CH3:23])=[O:20])[CH:6]=1. (5) Given the reactants [F:1][C:2]1[CH:3]=[CH:4][C:5]2[O:10][CH2:9][C:8](=[O:11])[N:7]([CH2:12][C@H:13]([CH3:16])[CH2:14]I)[C:6]=2[CH:17]=1.[CH2:18]([CH:22]1[CH2:27][CH2:26][NH:25][CH2:24][CH2:23]1)[CH2:19][CH2:20][CH3:21], predict the reaction product. The product is: [CH2:18]([CH:22]1[CH2:27][CH2:26][N:25]([CH2:14][C@@H:13]([CH3:16])[CH2:12][N:7]2[C:6]3[CH:17]=[C:2]([F:1])[CH:3]=[CH:4][C:5]=3[O:10][CH2:9][C:8]2=[O:11])[CH2:24][CH2:23]1)[CH2:19][CH2:20][CH3:21]. (6) Given the reactants Br[C:2]1[C:3]([F:19])=[CH:4][C:5]2[O:11][CH2:10][CH2:9][N:8]3[CH:12]=[C:13]([C:15]([NH2:17])=[O:16])[N:14]=[C:7]3[C:6]=2[CH:18]=1.[CH3:20][C:21]1([C:24]([OH:28])([C:26]#[CH:27])[CH3:25])[CH2:23][CH2:22]1, predict the reaction product. The product is: [F:19][C:3]1[C:2]([C:27]#[C:26][C:24]([OH:28])([C:21]2([CH3:20])[CH2:23][CH2:22]2)[CH3:25])=[CH:18][C:6]2[C:7]3[N:8]([CH:12]=[C:13]([C:15]([NH2:17])=[O:16])[N:14]=3)[CH2:9][CH2:10][O:11][C:5]=2[CH:4]=1.